From a dataset of Reaction yield outcomes from USPTO patents with 853,638 reactions. Predict the reaction yield, written as a fraction of the theoretical maximum amount of product (1.0 means a 100% yield; for example, 0.34 means a 34% yield). (1) The reactants are Br[C:2]1[N:3]=[C:4]([C:20]2[C:21]([CH3:29])=[N:22][N:23]3[CH:28]=[CH:27][CH:26]=[CH:25][C:24]=23)[S:5][C:6]=1[C:7]1[N:11]=[CH:10][N:9]([CH2:12][O:13][CH2:14][CH2:15][Si:16]([CH3:19])([CH3:18])[CH3:17])[N:8]=1.[Cl:30][C:31]1[CH:38]=[CH:37][C:34]([NH:35][CH3:36])=[CH:33][CH:32]=1.CC(C)([O-])C.[Na+].C1(C)C=CC=CC=1. The catalyst is C1C=CC(/C=C/C(/C=C/C2C=CC=CC=2)=O)=CC=1.C1C=CC(/C=C/C(/C=C/C2C=CC=CC=2)=O)=CC=1.C1C=CC(/C=C/C(/C=C/C2C=CC=CC=2)=O)=CC=1.[Pd].[Pd].CCOC(C)=O.CCCCCC. The product is [Cl:30][C:31]1[CH:38]=[CH:37][C:34]([N:35]([CH3:36])[C:2]2[N:3]=[C:4]([C:20]3[C:21]([CH3:29])=[N:22][N:23]4[CH:28]=[CH:27][CH:26]=[CH:25][C:24]=34)[S:5][C:6]=2[C:7]2[N:11]=[CH:10][N:9]([CH2:12][O:13][CH2:14][CH2:15][Si:16]([CH3:17])([CH3:18])[CH3:19])[N:8]=2)=[CH:33][CH:32]=1. The yield is 0.750. (2) The reactants are [NH2:1][C:2]1[CH:7]=[CH:6][CH:5]=[CH:4][C:3]=1[NH:8][C:9](=[O:22])[C:10]1[CH:15]=[CH:14][C:13]([C:16]#[C:17][Si](C)(C)C)=[CH:12][CH:11]=1.CCCC[N+](CCCC)(CCCC)CCCC.[F-].[NH4+].[Cl-]. The catalyst is C1COCC1.C(OCC)(=O)C. The product is [NH2:1][C:2]1[CH:7]=[CH:6][CH:5]=[CH:4][C:3]=1[NH:8][C:9](=[O:22])[C:10]1[CH:15]=[CH:14][C:13]([C:16]#[CH:17])=[CH:12][CH:11]=1. The yield is 0.460. (3) The reactants are [Cl:1][C:2]1[N:3]=[CH:4][CH:5]=[C:6]2[CH:10]=[CH:9][O:8][C:7]=12.[Li+].CC([N-]C(C)C)C.[I:19]I. The catalyst is C1COCC1. The product is [Cl:1][C:2]1[N:3]=[CH:4][CH:5]=[C:6]2[CH:10]=[C:9]([I:19])[O:8][C:7]=12. The yield is 0.990. (4) The product is [F:19][C:20]1[CH:25]=[C:24]([O:26][C:27]([F:28])([F:29])[F:30])[CH:23]=[CH:22][C:21]=1[CH2:31][NH:32][C:2]1[CH:3]=[C:4]([O:5][CH2:6][C:7]2[CH:11]=[CH:10][N:9]([CH3:12])[N:8]=2)[CH:13]=[CH:14][C:15]=1[N+:16]([O-:18])=[O:17]. The yield is 0.947. The catalyst is C(#N)C. The reactants are F[C:2]1[CH:3]=[C:4]([CH:13]=[CH:14][C:15]=1[N+:16]([O-:18])=[O:17])[O:5][CH2:6][C:7]1[CH:11]=[CH:10][N:9]([CH3:12])[N:8]=1.[F:19][C:20]1[CH:25]=[C:24]([O:26][C:27]([F:30])([F:29])[F:28])[CH:23]=[CH:22][C:21]=1[CH2:31][NH2:32].CCN(C(C)C)C(C)C. (5) The reactants are [Cl:1][C:2]1[CH:3]=[N:4][N:5]([CH3:18])[C:6]=1[C:7]1[CH:8]=[C:9]([C:15]([OH:17])=O)[S:10][C:11]=1[CH2:12][CH2:13][CH3:14].[NH2:19][C@@H:20]([CH2:33][C:34]1[CH:39]=[CH:38][CH:37]=[CH:36][C:35]=1[C:40]([F:43])([F:42])[F:41])[CH2:21][N:22]1[C:30](=[O:31])[C:29]2[C:24](=[CH:25][CH:26]=[CH:27][CH:28]=2)[C:23]1=[O:32].C(N(C(C)C)CC)(C)C.F[P-](F)(F)(F)(F)F.Br[P+](N1CCCC1)(N1CCCC1)N1CCCC1. The product is [Cl:1][C:2]1[CH:3]=[N:4][N:5]([CH3:18])[C:6]=1[C:7]1[CH:8]=[C:9]([C:15]([NH:19][C@@H:20]([CH2:33][C:34]2[CH:39]=[CH:38][CH:37]=[CH:36][C:35]=2[C:40]([F:43])([F:41])[F:42])[CH2:21][N:22]2[C:30](=[O:31])[C:29]3[C:24](=[CH:25][CH:26]=[CH:27][CH:28]=3)[C:23]2=[O:32])=[O:17])[S:10][C:11]=1[CH2:12][CH2:13][CH3:14]. The yield is 0.750. The catalyst is C(Cl)Cl. (6) The reactants are [CH3:1][C:2]([CH3:11])=[CH:3][C:4]1[S:8][C:7]([C:9]#[N:10])=[CH:6][CH:5]=1.[H-].[Al+3].[Li+].[H-].[H-].[H-].O.[OH-].[Na+]. The catalyst is O1CCCC1. The product is [CH3:1][C:2]([CH3:11])=[CH:3][C:4]1[S:8][C:7]([CH2:9][NH2:10])=[CH:6][CH:5]=1. The yield is 0.911. (7) The yield is 0.780. The product is [CH2:1]([O:5][CH2:6][C:7]1[CH:14]=[CH:13][C:10]([CH2:11][OH:17])=[CH:9][CH:8]=1)[CH2:2][CH2:3][CH3:4]. The reactants are [CH2:1]([O:5][CH2:6][C:7]1[CH:14]=[CH:13][C:10]([CH2:11]N)=[CH:9][CH:8]=1)[CH2:2][CH2:3][CH3:4].C(O)(=[O:17])C.N([O-])=O.[Na+].C(=O)([O-])[O-].[K+].[K+]. The catalyst is CO.O. (8) The reactants are Br[C:2]1[CH:24]=[CH:23][C:5]2[C:6]3[N:7]([CH:11]=[C:12]([C:14]4[N:18]([CH:19]([CH3:21])[CH3:20])[N:17]=[C:16]([NH2:22])[N:15]=4)[N:13]=3)[CH2:8][CH2:9][O:10][C:4]=2[CH:3]=1.[Cl:25][C:26]1[CH:31]=[CH:30][C:29](B(O)O)=[CH:28][CH:27]=1.C([O-])([O-])=O.[Cs+].[Cs+].O1CCOCC1. The catalyst is C1C=CC(P(C2C=CC=CC=2)[C-]2C=CC=C2)=CC=1.C1C=CC(P(C2C=CC=CC=2)[C-]2C=CC=C2)=CC=1.Cl[Pd]Cl.[Fe+2].O. The product is [Cl:25][C:26]1[CH:31]=[CH:30][C:29]([C:2]2[CH:24]=[CH:23][C:5]3[C:6]4[N:7]([CH:11]=[C:12]([C:14]5[N:18]([CH:19]([CH3:21])[CH3:20])[N:17]=[C:16]([NH2:22])[N:15]=5)[N:13]=4)[CH2:8][CH2:9][O:10][C:4]=3[CH:3]=2)=[CH:28][CH:27]=1. The yield is 0.170.